From a dataset of Catalyst prediction with 721,799 reactions and 888 catalyst types from USPTO. Predict which catalyst facilitates the given reaction. (1) Reactant: [NH2:1][C:2]1[CH:3]=[N:4][CH:5]=[CH:6][CH:7]=1.[C:8](O[C:8]([O:10][C:11]([CH3:14])([CH3:13])[CH3:12])=[O:9])([O:10][C:11]([CH3:14])([CH3:13])[CH3:12])=[O:9]. Product: [C:11]([O:10][C:8](=[O:9])[NH:1][C:2]1[CH:3]=[N:4][CH:5]=[CH:6][CH:7]=1)([CH3:14])([CH3:13])[CH3:12]. The catalyst class is: 107. (2) Reactant: Cl.[CH3:2][O:3][C:4](=[O:17])[C:5]1[CH:10]=[CH:9][C:8]([CH:11]2[CH2:16][CH2:15][CH2:14][CH2:13][NH:12]2)=[CH:7][CH:6]=1.C(N(CC)CC)C.[O:25](C(OC(C)(C)C)=O)[C:26]([O:28][C:29]([CH3:32])([CH3:31])[CH3:30])=O. Product: [CH3:2][O:3][C:4](=[O:17])[C:5]1[CH:6]=[CH:7][C:8]([CH:11]2[CH2:16][CH2:15][CH2:14][CH2:13][N:12]2[C:26]([O:28][C:29]([CH3:32])([CH3:31])[CH3:30])=[O:25])=[CH:9][CH:10]=1. The catalyst class is: 10. (3) Reactant: [F:1][CH2:2][C:3](Cl)=[O:4].[CH3:6][O:7][CH2:8][CH2:9][C@@H:10]1[NH:15][CH2:14][CH2:13][N:12]([C:16]2[C:25]3[N:24]=[C:23]([C:26]([F:29])([F:28])[F:27])[S:22][C:21]=3[NH:20][C:19]3[CH:30]=[CH:31][CH:32]=[CH:33][C:18]=3[N:17]=2)[CH2:11]1.C(N(C(C)C)CC)(C)C. Product: [F:1][CH2:2][C:3]([N:15]1[CH2:14][CH2:13][N:12]([C:16]2[C:25]3[N:24]=[C:23]([C:26]([F:28])([F:29])[F:27])[S:22][C:21]=3[NH:20][C:19]3[CH:30]=[CH:31][CH:32]=[CH:33][C:18]=3[N:17]=2)[CH2:11][C@@H:10]1[CH2:9][CH2:8][O:7][CH3:6])=[O:4]. The catalyst class is: 4. (4) Reactant: [F:1][C:2]1[CH:11]=[C:10]([N+:12]([O-])=O)[CH:9]=[CH:8][C:3]=1[C:4]([O:6][CH3:7])=[O:5]. Product: [NH2:12][C:10]1[CH:9]=[CH:8][C:3]([C:4]([O:6][CH3:7])=[O:5])=[C:2]([F:1])[CH:11]=1. The catalyst class is: 50. (5) Reactant: Cl.[OH:2][C:3]1[C:8]([CH:9]2[CH2:14][CH2:13][N:12]([CH:15]3[CH2:21][CH2:20][CH2:19][N:18]([C:22]([O:24][CH2:25][CH3:26])=[O:23])[CH2:17][CH2:16]3)[CH2:11][CH2:10]2)=[CH:7][CH:6]=[CH:5][N:4]=1.Cl[C:28]([F:33])([F:32])C([O-])=O.[Na+]. Product: [F:32][CH:28]([F:33])[O:2][C:3]1[C:8]([CH:9]2[CH2:10][CH2:11][N:12]([CH:15]3[CH2:21][CH2:20][CH2:19][N:18]([C:22]([O:24][CH2:25][CH3:26])=[O:23])[CH2:17][CH2:16]3)[CH2:13][CH2:14]2)=[CH:7][CH:6]=[CH:5][N:4]=1. The catalyst class is: 10. (6) Reactant: [NH2:1][C:2]1[N:7]=[N:6][C:5]([N:8]2[CH2:13][CH2:12][N:11]([C:14]([C:16]3[CH:21]=[CH:20][CH:19]=[CH:18][C:17]=3[C:22]([F:25])([F:24])[F:23])=[O:15])[CH2:10][CH2:9]2)=[CH:4][CH:3]=1.[O:26]([CH2:33][C:34](Cl)=[O:35])[C:27]1[CH:32]=[CH:31][CH:30]=[CH:29][CH:28]=1.C(N(CC)CC)C.O. Product: [O:26]([CH2:33][C:34]([NH:1][C:2]1[N:7]=[N:6][C:5]([N:8]2[CH2:9][CH2:10][N:11]([C:14](=[O:15])[C:16]3[CH:21]=[CH:20][CH:19]=[CH:18][C:17]=3[C:22]([F:25])([F:24])[F:23])[CH2:12][CH2:13]2)=[CH:4][CH:3]=1)=[O:35])[C:27]1[CH:32]=[CH:31][CH:30]=[CH:29][CH:28]=1. The catalyst class is: 4.